From a dataset of Forward reaction prediction with 1.9M reactions from USPTO patents (1976-2016). Predict the product of the given reaction. (1) Given the reactants CN(C)C=O.Cl[C:7]1[CH:12]=[CH:11][C:10]([C:13]#[N:14])=[CH:9][N:8]=1.[OH:15][CH:16]1[CH2:21][CH2:20][NH:19][CH2:18][CH2:17]1.C(=O)([O-])[O-].[K+].[K+], predict the reaction product. The product is: [OH:15][CH:16]1[CH2:21][CH2:20][N:19]([C:7]2[N:8]=[CH:9][C:10]([C:13]#[N:14])=[CH:11][CH:12]=2)[CH2:18][CH2:17]1. (2) The product is: [F:1][C:2]1[CH:3]=[CH:4][C:5]2[N:9]([C:22]3[CH:27]=[CH:26][CH:25]=[CH:24][N:23]=3)[C:8]([CH:10]([NH2:12])[CH3:11])=[N:7][C:6]=2[CH:20]=1. Given the reactants [F:1][C:2]1[CH:3]=[CH:4][C:5]2[N:9]=[C:8]([C@@H:10]([NH:12]C(=O)OC(C)(C)C)[CH3:11])[NH:7][C:6]=2[CH:20]=1.F[C:22]1[CH:27]=[CH:26][CH:25]=[CH:24][N:23]=1.C(=O)([O-])[O-].[Cs+].[Cs+].FC1C=CC2N=C(C(N)C)N(C3C=CC=CN=3)C=2C=1, predict the reaction product. (3) Given the reactants [CH3:1][S:2](Cl)(=[O:4])=[O:3].[Br:6][C:7]1[CH:12]=[CH:11][C:10]([CH:13]2[CH2:18][CH:17]([OH:19])[CH2:16][CH2:15][O:14]2)=[C:9]([F:20])[CH:8]=1.CCN(C(C)C)C(C)C, predict the reaction product. The product is: [CH3:1][S:2]([O:19][CH:17]1[CH2:16][CH2:15][O:14][CH:13]([C:10]2[CH:11]=[CH:12][C:7]([Br:6])=[CH:8][C:9]=2[F:20])[CH2:18]1)(=[O:4])=[O:3]. (4) Given the reactants [NH2:1][C:2](=[O:27])[C@@H:3]([NH:19]C(=O)OC(C)(C)C)[CH2:4][C:5]1[CH:10]=[CH:9][C:8]([C:11]2[CH:16]=[CH:15][C:14]([C:17]#[N:18])=[CH:13][CH:12]=2)=[CH:7][CH:6]=1.C(O)(C(F)(F)F)=O, predict the reaction product. The product is: [NH2:19][C@@H:3]([CH2:4][C:5]1[CH:10]=[CH:9][C:8]([C:11]2[CH:12]=[CH:13][C:14]([C:17]#[N:18])=[CH:15][CH:16]=2)=[CH:7][CH:6]=1)[C:2]([NH2:1])=[O:27]. (5) Given the reactants [CH:1]1([CH2:5][O:6][C:7]2[CH:15]=[CH:14][C:10]3[O:11][CH2:12][O:13][C:9]=3[C:8]=2[C:16]2[C:17]3[NH:24][CH:23]=[C:22]([C:25]([OH:27])=O)[C:18]=3[N:19]=[CH:20][N:21]=2)[CH2:4][CH2:3][CH2:2]1.[C:28]([O:32][C:33](=[O:42])[NH:34][C@H:35]1[CH2:40][CH2:39][C@H:38]([NH2:41])[CH2:37][CH2:36]1)([CH3:31])([CH3:30])[CH3:29], predict the reaction product. The product is: [C:28]([O:32][C:33](=[O:42])[NH:34][C@H:35]1[CH2:36][CH2:37][C@H:38]([NH:41][C:25]([C:22]2[C:18]3[N:19]=[CH:20][N:21]=[C:16]([C:8]4[C:9]5[O:13][CH2:12][O:11][C:10]=5[CH:14]=[CH:15][C:7]=4[O:6][CH2:5][CH:1]4[CH2:4][CH2:3][CH2:2]4)[C:17]=3[NH:24][CH:23]=2)=[O:27])[CH2:39][CH2:40]1)([CH3:31])([CH3:29])[CH3:30]. (6) Given the reactants C(O[C:4]([C:6]1[N:7]=[C:8]([C:15]2[C:20]([F:21])=[CH:19][CH:18]=[CH:17][C:16]=2[F:22])[N:9]([CH3:14])[C:10](=[O:13])[C:11]=1[OH:12])=[O:5])C.[Cl:23][C:24]1[CH:25]=[C:26]([CH:29]=[CH:30][C:31]=1[CH3:32])[CH2:27][NH2:28], predict the reaction product. The product is: [Cl:23][C:24]1[CH:25]=[C:26]([CH:29]=[CH:30][C:31]=1[CH3:32])[CH2:27][NH:28][C:4]([C:6]1[N:7]=[C:8]([C:15]2[C:16]([F:22])=[CH:17][CH:18]=[CH:19][C:20]=2[F:21])[N:9]([CH3:14])[C:10](=[O:13])[C:11]=1[OH:12])=[O:5]. (7) The product is: [CH:24]1([S:27]([N:30]2[CH:34]=[C:33]([C:35]3[N:40]=[C:39]([NH:41][C:2]4[N:7]=[CH:6][C:5]5[C:8]([C:15]([NH:17][CH:18]6[CH2:23][CH2:22][O:21][CH2:20][CH2:19]6)=[O:16])=[C:9]([CH3:14])[N:10]([CH:11]([CH3:13])[CH3:12])[C:4]=5[CH:3]=4)[CH:38]=[CH:37][N:36]=3)[CH:32]=[N:31]2)(=[O:28])=[O:29])[CH2:26][CH2:25]1. Given the reactants Br[C:2]1[N:7]=[CH:6][C:5]2[C:8]([C:15]([NH:17][CH:18]3[CH2:23][CH2:22][O:21][CH2:20][CH2:19]3)=[O:16])=[C:9]([CH3:14])[N:10]([CH:11]([CH3:13])[CH3:12])[C:4]=2[CH:3]=1.[CH:24]1([S:27]([N:30]2[CH:34]=[C:33]([C:35]3[N:40]=[C:39]([NH2:41])[CH:38]=[CH:37][N:36]=3)[CH:32]=[N:31]2)(=[O:29])=[O:28])[CH2:26][CH2:25]1.C(=O)([O-])[O-].[Cs+].[Cs+].C1(P(C2CCCCC2)C2C=CC=CC=2C2C(C(C)C)=CC(C(C)C)=CC=2C(C)C)CCCCC1, predict the reaction product. (8) Given the reactants [O:1]=[S:2]1(=[O:27])[C:8]2[CH:9]=[C:10]([O:13][C:14]3[CH:15]=[C:16]([CH:24]=[CH:25][CH:26]=3)[C:17]([NH:19]/[C:20](=[N:22]\[OH:23])/[CH3:21])=O)[CH:11]=[CH:12][C:7]=2[O:6][CH2:5][CH2:4][NH:3]1.C1(C)C=CC(S(O)(=O)=O)=CC=1, predict the reaction product. The product is: [CH3:21][C:20]1[N:19]=[C:17]([C:16]2[CH:15]=[C:14]([CH:26]=[CH:25][CH:24]=2)[O:13][C:10]2[CH:11]=[CH:12][C:7]3[O:6][CH2:5][CH2:4][NH:3][S:2](=[O:27])(=[O:1])[C:8]=3[CH:9]=2)[O:23][N:22]=1.